This data is from Full USPTO retrosynthesis dataset with 1.9M reactions from patents (1976-2016). The task is: Predict the reactants needed to synthesize the given product. (1) Given the product [Br:23][C:24]1[CH:25]=[C:26]([CH:27]=[CH:28][CH:29]=1)[CH2:30][N:11]1[C:12]2[C:17](=[CH:16][CH:15]=[CH:14][N:13]=2)[C:18](=[O:19])[C:9]([C:7](=[O:8])[C:6]2[CH:20]=[CH:21][C:3]([O:2][CH3:1])=[C:4]([CH3:22])[CH:5]=2)=[CH:10]1, predict the reactants needed to synthesize it. The reactants are: [CH3:1][O:2][C:3]1[CH:21]=[CH:20][C:6]([C:7]([C:9]2[C:18](=[O:19])[C:17]3[C:12](=[N:13][CH:14]=[CH:15][CH:16]=3)[NH:11][CH:10]=2)=[O:8])=[CH:5][C:4]=1[CH3:22].[Br:23][C:24]1[CH:29]=[CH:28][CH:27]=[C:26]([CH2:30]Br)[CH:25]=1. (2) Given the product [OH:26][C:6]1([C:4]([OH:5])=[O:3])[CH2:10][CH2:9][N:8]([CH2:11][C:12]2[CH:17]=[CH:16][CH:15]=[C:14]([O:18][C:19]3[CH:24]=[CH:23][CH:22]=[CH:21][CH:20]=3)[CH:13]=2)[C:7]1=[O:25], predict the reactants needed to synthesize it. The reactants are: C([O:3][C:4]([C:6]1([OH:26])[CH2:10][CH2:9][N:8]([CH2:11][C:12]2[CH:17]=[CH:16][CH:15]=[C:14]([O:18][C:19]3[CH:24]=[CH:23][CH:22]=[CH:21][CH:20]=3)[CH:13]=2)[C:7]1=[O:25])=[O:5])C.[OH-].[Na+]. (3) Given the product [CH2:14]([N:21]1[C:25]2[CH:26]=[CH:27][C:28]3[CH2:29][CH2:30][C:31](=[CH:5][C:3]#[N:4])[C:32]=3[C:24]=2[N:23]=[C:22]1[CH3:34])[C:15]1[CH:20]=[CH:19][CH:18]=[CH:17][CH:16]=1, predict the reactants needed to synthesize it. The reactants are: [H-].[Na+].[C:3]([CH2:5]P(=O)(OCC)OCC)#[N:4].[CH2:14]([N:21]1[C:25]2[CH:26]=[CH:27][C:28]3[CH2:29][CH2:30][C:31](=O)[C:32]=3[C:24]=2[N:23]=[C:22]1[CH3:34])[C:15]1[CH:20]=[CH:19][CH:18]=[CH:17][CH:16]=1. (4) Given the product [CH:34]1([NH:37][C:26]([C:12]2[C:13](=[O:25])[N:14]([CH2:17][CH2:18][N:19]3[CH2:23][CH2:22][CH2:21][C:20]3=[O:24])[C:15]3[C:10]([C:11]=2[OH:31])=[N:9][CH:8]=[C:7]([CH2:6][C:5]2[CH:4]=[CH:3][C:2]([F:1])=[CH:33][CH:32]=2)[CH:16]=3)=[O:28])[CH2:36][CH2:35]1, predict the reactants needed to synthesize it. The reactants are: [F:1][C:2]1[CH:33]=[CH:32][C:5]([CH2:6][C:7]2[CH:16]=[C:15]3[C:10]([C:11]([OH:31])=[C:12]([C:26]([O:28]CC)=O)[C:13](=[O:25])[N:14]3[CH2:17][CH2:18][N:19]3[CH2:23][CH2:22][CH2:21][C:20]3=[O:24])=[N:9][CH:8]=2)=[CH:4][CH:3]=1.[CH:34]1([NH2:37])[CH2:36][CH2:35]1.